From a dataset of Full USPTO retrosynthesis dataset with 1.9M reactions from patents (1976-2016). Predict the reactants needed to synthesize the given product. (1) The reactants are: [CH3:1][C:2]1[CH:3]=[C:4]2[C:9](=[CH:10][CH:11]=1)[N:8]=[C:7](Cl)[N:6]=[C:5]2Cl.[NH2:14][C:15]1[CH:22]=[CH:21][C:18]([CH2:19][NH2:20])=[CH:17][CH:16]=1.[Cl:23][C:24]1[CH:25]=[C:26]([CH:30]=[CH:31][C:32]=1[Cl:33])[C:27](Cl)=[O:28].[CH3:34][NH2:35]. Given the product [Cl:23][C:24]1[CH:25]=[C:26]([CH:30]=[CH:31][C:32]=1[Cl:33])[C:27]([NH:14][C:15]1[CH:22]=[CH:21][C:18]([CH2:19][NH:20][C:5]2[C:4]3[C:9](=[CH:10][CH:11]=[C:2]([CH3:1])[CH:3]=3)[N:8]=[C:7]([NH:35][CH3:34])[N:6]=2)=[CH:17][CH:16]=1)=[O:28], predict the reactants needed to synthesize it. (2) Given the product [CH3:1][OH:5].[CH:9]([NH2:8])([CH3:14])[CH3:10].[C:25]([O:26][CH2:27][CH3:30])(=[O:37])[CH3:24], predict the reactants needed to synthesize it. The reactants are: [C:1]([O:5]C([NH:8][CH:9]1[CH2:14]CC(C(NC2SC(S[CH2:24][C:25]3[O:26][C:27]([C:30](C)(C)C)=CN=3)=CN=2)=O)C[CH2:10]1)=O)(C)(C)C.FC(F)(F)C(O)=[O:37]. (3) Given the product [C:27]([C:31]1[N:35]=[C:34]([C:36]([N:21]2[CH2:20][CH2:19][C:18]3[C:23](=[CH:24][CH:25]=[C:16]([C:15]4[CH:14]=[CH:13][N:12]=[C:11]5[NH:26][C:8]([C:6]6[CH:5]=[N:4][N:3]([CH3:2])[CH:7]=6)=[N:9][C:10]=45)[CH:17]=3)[CH2:22]2)=[O:37])[O:33][N:32]=1)([CH3:30])([CH3:28])[CH3:29], predict the reactants needed to synthesize it. The reactants are: Cl.[CH3:2][N:3]1[CH:7]=[C:6]([C:8]2[NH:26][C:11]3=[N:12][CH:13]=[CH:14][C:15]([C:16]4[CH:17]=[C:18]5[C:23](=[CH:24][CH:25]=4)[CH2:22][NH:21][CH2:20][CH2:19]5)=[C:10]3[N:9]=2)[CH:5]=[N:4]1.[C:27]([C:31]1[N:35]=[C:34]([C:36](O)=[O:37])[O:33][N:32]=1)([CH3:30])([CH3:29])[CH3:28].C(Cl)Cl.CCN(C(C)C)C(C)C.C(P1(=O)OP(=O)(CCC)OP(=O)(CCC)O1)CC. (4) Given the product [CH3:37][N:34]1[CH2:35][CH2:36][CH:31]([C:29]([NH:28][C:24]2[CH:23]=[C:22]([O:21][C:18]3[CH:19]=[N:20][C:15]([NH:14][C:9]([NH:5][C:3](=[O:4])[C:2]([CH3:7])([CH3:6])[CH3:1])=[O:10])=[CH:16][CH:17]=3)[CH:27]=[CH:26][N:25]=2)=[O:30])[CH2:32][CH2:33]1, predict the reactants needed to synthesize it. The reactants are: [CH3:1][C:2]([CH3:7])([CH3:6])[C:3]([NH2:5])=[O:4].C(Cl)(=O)[C:9](Cl)=[O:10].[NH2:14][C:15]1[N:20]=[CH:19][C:18]([O:21][C:22]2[CH:27]=[CH:26][N:25]=[C:24]([NH:28][C:29]([CH:31]3[CH2:36][CH2:35][N:34]([CH3:37])[CH2:33][CH2:32]3)=[O:30])[CH:23]=2)=[CH:17][CH:16]=1.O. (5) Given the product [Br:9][C:6]1[CH:5]=[C:4]([C:10]2([C:25]([F:27])([F:28])[F:26])[O:14][N:13]=[C:12]([C:15]3[CH:23]=[CH:22][C:18]([C:19]([NH:34][CH:32]4[CH2:33][S:30][CH2:31]4)=[O:20])=[C:17]([CH3:24])[CH:16]=3)[CH2:11]2)[CH:3]=[C:2]([Br:1])[C:7]=1[F:8], predict the reactants needed to synthesize it. The reactants are: [Br:1][C:2]1[CH:3]=[C:4]([C:10]2([C:25]([F:28])([F:27])[F:26])[O:14][N:13]=[C:12]([C:15]3[CH:23]=[CH:22][C:18]([C:19](O)=[O:20])=[C:17]([CH3:24])[CH:16]=3)[CH2:11]2)[CH:5]=[C:6]([Br:9])[C:7]=1[F:8].Br.[S:30]1[CH2:33][CH:32]([NH2:34])[CH2:31]1.ON1C2C=CC=CC=2N=N1.Cl.C(N(CC)CCCN=C=NCC)C. (6) The reactants are: CO[C:3](=[O:21])[C:4]([OH:20])=[CH:5][C:6](=[O:19])[N:7]([CH2:10][CH2:11][C:12]1[CH:17]=[CH:16][C:15]([F:18])=[CH:14][CH:13]=1)[O:8][CH3:9].C=O.CN.ClC1C=C(C=CC=1Cl)[CH2:30][N:31](C)[C:32](C1CN(C)C(=O)C=1O)=O. Given the product [F:18][C:15]1[CH:14]=[CH:13][C:12]([CH2:11][CH2:10][N:7]([O:8][CH3:9])[C:6]([C:5]2[CH2:30][N:31]([CH3:32])[C:3](=[O:21])[C:4]=2[OH:20])=[O:19])=[CH:17][CH:16]=1, predict the reactants needed to synthesize it. (7) Given the product [CH2:24]1[C:25]2[C:30](=[CH:29][CH:28]=[CH:27][CH:26]=2)[CH2:22][CH:23]1[NH:31][C:32]([N:11]1[CH2:10][CH2:9][C:8]2([C:14]3[C:19](=[CH:18][CH:17]=[CH:16][CH:15]=3)[N:6]([S:3]([CH3:2])(=[O:4])=[O:5])[CH2:7]2)[CH2:13][CH2:12]1)=[O:33], predict the reactants needed to synthesize it. The reactants are: Cl.[CH3:2][S:3]([N:6]1[C:19]2[C:14](=[CH:15][CH:16]=[CH:17][CH:18]=2)[C:8]2([CH2:13][CH2:12][NH:11][CH2:10][CH2:9]2)[CH2:7]1)(=[O:5])=[O:4].[OH-].[Na+].[CH2:22]1[C:30]2[C:25](=[CH:26][CH:27]=[CH:28][CH:29]=2)[CH2:24][CH:23]1[NH:31][C:32](=O)[O:33]C1C=CC=CC=1.O. (8) Given the product [NH2:1][C:2]1[C:7]([C:8]2[N:17]([C:18]3[CH:23]=[CH:22][C:21]([C:24]4([NH:28][C:29](=[O:35])[O:30][C:31]([CH3:34])([CH3:33])[CH3:32])[CH2:27][CH2:26][CH2:25]4)=[CH:20][CH:19]=3)[C:11]3=[N:12][C:13]([C:44]4[CH:49]=[CH:48][CH:47]=[C:46]([NH:50][C:51]([CH:53]5[CH2:54][CH2:55][O:56][CH2:57][CH2:58]5)=[O:52])[CH:45]=4)=[CH:14][CH:15]=[C:10]3[N:9]=2)=[CH:6][CH:5]=[CH:4][N:3]=1, predict the reactants needed to synthesize it. The reactants are: [NH2:1][C:2]1[C:7]([C:8]2[N:17]([C:18]3[CH:23]=[CH:22][C:21]([C:24]4([NH:28][C:29](=[O:35])[O:30][C:31]([CH3:34])([CH3:33])[CH3:32])[CH2:27][CH2:26][CH2:25]4)=[CH:20][CH:19]=3)[C:11]3=[N:12][C:13](Cl)=[CH:14][CH:15]=[C:10]3[N:9]=2)=[CH:6][CH:5]=[CH:4][N:3]=1.CC1(C)C(C)(C)OB([C:44]2[CH:45]=[C:46]([NH:50][C:51]([CH:53]3[CH2:58][CH2:57][O:56][CH2:55][CH2:54]3)=[O:52])[CH:47]=[CH:48][CH:49]=2)O1.P([O-])([O-])([O-])=O.[K+].[K+].[K+]. (9) The reactants are: [F:1][C:2]1[CH:7]=[CH:6][CH:5]=[CH:4][C:3]=1[CH2:8][C:9]([OH:11])=[O:10].[Br:12]N1C(=O)CCC1=O. Given the product [Br:12][CH:8]([C:3]1[CH:4]=[CH:5][CH:6]=[CH:7][C:2]=1[F:1])[C:9]([OH:11])=[O:10], predict the reactants needed to synthesize it. (10) Given the product [CH:45]([C:2]1[CH:3]=[C:4]2[C:9](=[CH:10][CH:11]=1)[N:8]=[CH:7][C:6]([C:12]([NH2:14])=[O:13])=[C:5]2[O:15][CH3:16])=[O:46], predict the reactants needed to synthesize it. The reactants are: I[C:2]1[CH:3]=[C:4]2[C:9](=[CH:10][CH:11]=1)[N:8]=[CH:7][C:6]([C:12]([NH2:14])=[O:13])=[C:5]2[O:15][CH3:16].C(N(CC)CC)C.C([SiH](CCCCCC)CCCCCC)CCCCC.CN(C)[CH:45]=[O:46].